From a dataset of Forward reaction prediction with 1.9M reactions from USPTO patents (1976-2016). Predict the product of the given reaction. (1) Given the reactants Br[C:2]1[CH:3]=[C:4]([CH:21]=[CH:22][C:23]=1[O:24][CH3:25])[C:5]([NH:7][C:8]1[CH:13]=[CH:12][C:11]([N:14]2[CH2:19][CH2:18][O:17][CH2:16][CH2:15]2)=[CH:10][C:9]=1[CH3:20])=[O:6].C([O:28][C:29]([C:31]1[CH:36]=[CH:35][C:34](B(O)O)=[CH:33][CH:32]=1)=[O:30])C.COCCOC.C(=O)([O-])[O-].[Cs+].[Cs+], predict the reaction product. The product is: [CH3:25][O:24][C:23]1[CH:22]=[CH:21][C:4]([C:5](=[O:6])[NH:7][C:8]2[CH:13]=[CH:12][C:11]([N:14]3[CH2:19][CH2:18][O:17][CH2:16][CH2:15]3)=[CH:10][C:9]=2[CH3:20])=[CH:3][C:2]=1[C:34]1[CH:35]=[CH:36][C:31]([C:29]([OH:30])=[O:28])=[CH:32][CH:33]=1. (2) The product is: [N:12]1[CH:3]=[CH:4][CH:5]=[C:6]([C:8]([NH:10][NH2:11])=[O:9])[N:7]=1. Given the reactants FC1[N:7]=[C:6]([C:8]([NH:10][NH2:11])=[O:9])[CH:5]=[CH:4][CH:3]=1.[N:12]1C=CC=C(C(O)=O)N=1.FC1N=C(C(O)=O)C=CC=1, predict the reaction product. (3) Given the reactants [C:1]([O:5][C:6](=[O:20])[CH2:7][O:8][CH2:9][C:10]1[CH:15]=[C:14]([O:16][CH3:17])[CH:13]=[C:12]([CH3:18])[C:11]=1Br)([CH3:4])([CH3:3])[CH3:2].C(N(CC)CC)C.[CH3:28][C:29]1([CH3:36])[C:33]([CH3:35])([CH3:34])[O:32][BH:31][O:30]1, predict the reaction product. The product is: [C:1]([O:5][C:6](=[O:20])[CH2:7][O:8][CH2:9][C:10]1[CH:15]=[C:14]([O:16][CH3:17])[CH:13]=[C:12]([CH3:18])[C:11]=1[B:31]1[O:32][C:33]([CH3:35])([CH3:34])[C:29]([CH3:36])([CH3:28])[O:30]1)([CH3:4])([CH3:3])[CH3:2]. (4) Given the reactants [CH3:1][NH:2][C@H:3]1[CH2:8][CH2:7][C@H:6]([CH2:9][CH2:10][CH2:11][CH2:12][CH2:13]OS(C)(=O)=O)[CH2:5][CH2:4]1.FC(F)(F)C(O)=O.[F:26][C:27]([F:39])([F:38])[C:28]1[CH:33]=[CH:32][C:31]([S:34](Cl)(=[O:36])=[O:35])=[CH:30][CH:29]=1.[CH2:40]([NH:42][CH2:43][CH2:44][OH:45])[CH3:41], predict the reaction product. The product is: [CH2:40]([N:42]([CH2:43][CH2:44][OH:45])[CH2:13][CH2:12][CH2:11][CH2:10][CH2:9][C@H:6]1[CH2:5][CH2:4][C@H:3]([N:2]([CH3:1])[S:34]([C:31]2[CH:32]=[CH:33][C:28]([C:27]([F:39])([F:38])[F:26])=[CH:29][CH:30]=2)(=[O:36])=[O:35])[CH2:8][CH2:7]1)[CH3:41]. (5) Given the reactants ClC1C=C(C=CC=1)N.ClC1C=CC2C(=C([C:20]3[NH:28][C:27]4[CH2:26][CH2:25][NH:24][C:23](=[O:29])[C:22]=4[CH:21]=3)C=CC=2)N=1.[Li+].C[Si]([N-][Si](C)(C)C)(C)C.C1COCC1, predict the reaction product. The product is: [NH:28]1[C:27]2[CH2:26][CH2:25][NH:24][C:23](=[O:29])[C:22]=2[CH:21]=[CH:20]1. (6) Given the reactants C[O:2][C:3](=[O:30])[C:4]1[CH:9]=[C:8]([O:10][CH3:11])[C:7]([C:12]([CH3:15])([CH3:14])[CH3:13])=[CH:6][C:5]=1[C:16]1[C:17]([O:22][CH2:23][C:24]2[CH:29]=[CH:28][CH:27]=[CH:26][CH:25]=2)=[N:18][CH:19]=[CH:20][CH:21]=1.C1COCC1.[OH-].[Na+].Cl, predict the reaction product. The product is: [CH2:23]([O:22][C:17]1[C:16]([C:5]2[CH:6]=[C:7]([C:12]([CH3:13])([CH3:15])[CH3:14])[C:8]([O:10][CH3:11])=[CH:9][C:4]=2[C:3]([OH:30])=[O:2])=[CH:21][CH:20]=[CH:19][N:18]=1)[C:24]1[CH:29]=[CH:28][CH:27]=[CH:26][CH:25]=1.